Dataset: hERG potassium channel inhibition data for cardiac toxicity prediction from Karim et al.. Task: Regression/Classification. Given a drug SMILES string, predict its toxicity properties. Task type varies by dataset: regression for continuous values (e.g., LD50, hERG inhibition percentage) or binary classification for toxic/non-toxic outcomes (e.g., AMES mutagenicity, cardiotoxicity, hepatotoxicity). Dataset: herg_karim. The compound is CN1CCN(c2ccc3nc(-c4ccccc4)c(-c4ccc(CN5CCC(c6nnc(-c7ccccn7)[nH]6)CC5)cc4)nc3n2)CC1. The result is 1 (blocker).